From a dataset of KCNQ2 potassium channel screen with 302,405 compounds. Binary Classification. Given a drug SMILES string, predict its activity (active/inactive) in a high-throughput screening assay against a specified biological target. (1) The molecule is FC(F)(F)c1cc(C(N2CCN(CC2)C)c2n(nnn2)C(C)(C)C)ccc1. The result is 0 (inactive). (2) The compound is O(c1ccc(N2C(=O)c3c(C2=O)ccc(c3)C(O)=O)cc1)Cc1ccccc1. The result is 0 (inactive). (3) The molecule is O(C1CCN(CC1)C(=O)c1cccnc1)c1ccc(C(=O)N2CC(O)CCC2)cc1. The result is 0 (inactive). (4) The molecule is O=c1n(c2c(n1CC(O)=O)cccc2)Cc1ccccc1. The result is 0 (inactive). (5) The molecule is S(=O)(=O)(N(C)C)c1cc(NC(=O)c2c(n(nc2C)Cc2ccccc2)C)ccc1OC. The result is 0 (inactive). (6) The molecule is S(CC(=O)N1CCc2c1cccc2)c1[nH]c(c(CC)c(=O)n1)C. The result is 0 (inactive). (7) The molecule is O=C1N(C(C(c2c1cc(OC)c(OC)c2)C(=O)Nc1cc2OCCOc2cc1)c1cccnc1)C. The result is 0 (inactive). (8) The drug is o1c2c(cc1C(=O)Nc1nn(nn1)CCC)cccc2. The result is 0 (inactive). (9) The compound is S(c1n(Cc2ccccc2)ccn1)c1ccc([N+]([O-])=O)cc1. The result is 0 (inactive). (10) The drug is S(=O)(=O)(N1CCC(CC1)C(=O)NC1CCCC1)c1c2ncccc2ccc1. The result is 0 (inactive).